Dataset: Catalyst prediction with 721,799 reactions and 888 catalyst types from USPTO. Task: Predict which catalyst facilitates the given reaction. (1) Reactant: [NH2:1][CH:2]1[C:8](=[O:9])[NH:7][C:6]2[CH:10]=[CH:11][CH:12]=[CH:13][C:5]=2[NH:4][C:3]1=[O:14].C(N(CC)CC)C.[C:22](Cl)(=[O:26])[CH:23]([CH3:25])[CH3:24].O. Product: [O:9]=[C:8]1[NH:7][C:6]2[CH:10]=[CH:11][CH:12]=[CH:13][C:5]=2[NH:4][C:3](=[O:14])[CH:2]1[NH:1][C:22](=[O:26])[CH:23]([CH3:25])[CH3:24]. The catalyst class is: 1. (2) Reactant: C[C@H]1CN(C)[C@H](C)CN1C1C=CC(N)=CC=1.[CH3:17][N:18]1[C@H:23]([CH3:24])[CH2:22][N:21]([C:25]2[CH:30]=[CH:29][C:28]([N+:31]([O-])=O)=[CH:27][CH:26]=2)[CH2:20][C@@H:19]1[CH3:34]. Product: [CH3:34][C@H:19]1[N:18]([CH3:17])[C@@H:23]([CH3:24])[CH2:22][N:21]([C:25]2[CH:26]=[CH:27][C:28]([NH2:31])=[CH:29][CH:30]=2)[CH2:20]1. The catalyst class is: 45. (3) Reactant: [F:1][C:2]1[CH:11]=[C:10]2[C:5]([CH:6]=[CH:7][C:8](=[O:33])[N:9]2[CH2:12][CH2:13][N:14]2[CH2:19][CH2:18][C@H:17]([OH:20])[C@H:16]([CH2:21][NH:22]C(=O)OCC3C=CC=CC=3)[CH2:15]2)=[CH:4][CH:3]=1. Product: [NH2:22][CH2:21][C@H:16]1[C@@H:17]([OH:20])[CH2:18][CH2:19][N:14]([CH2:13][CH2:12][N:9]2[C:10]3[C:5](=[CH:4][CH:3]=[C:2]([F:1])[CH:11]=3)[CH:6]=[CH:7][C:8]2=[O:33])[CH2:15]1. The catalyst class is: 320. (4) Reactant: [CH3:1][N:2]1[CH2:7][CH2:6][CH:5]([N:8]2[CH:12]=[C:11]([NH2:13])[CH:10]=[N:9]2)[CH2:4][CH2:3]1.Cl[C:15]1[N:20]=[C:19]([CH2:21][CH2:22][C:23]2[CH:28]=[CH:27][CH:26]=[CH:25][C:24]=2[CH:29]([CH3:33])[C:30]([NH2:32])=[O:31])[C:18]([Cl:34])=[CH:17][N:16]=1.O. Product: [Cl:34][C:18]1[C:19]([CH2:21][CH2:22][C:23]2[CH:28]=[CH:27][CH:26]=[CH:25][C:24]=2[CH:29]([CH3:33])[C:30]([NH2:32])=[O:31])=[N:20][C:15]([NH:13][C:11]2[CH:10]=[N:9][N:8]([CH:5]3[CH2:4][CH2:3][N:2]([CH3:1])[CH2:7][CH2:6]3)[CH:12]=2)=[N:16][CH:17]=1. The catalyst class is: 5. (5) Reactant: I[C:2]1[C:3]([C:9]([O:11][CH3:12])=[O:10])=[N:4][C:5]([CH3:8])=[CH:6][CH:7]=1.[NH:13]1[CH:17]=[CH:16][N:15]=[N:14]1.CN[C@@H]1CCCC[C@H]1NC.C([O-])([O-])=O.[Cs+].[Cs+]. Product: [CH3:8][C:5]1[N:4]=[C:3]([C:9]([O:11][CH3:12])=[O:10])[C:2]([N:14]2[N:15]=[CH:16][CH:17]=[N:13]2)=[CH:7][CH:6]=1. The catalyst class is: 471. (6) Reactant: Br[C:2]1[CH:3]=[CH:4][C:5]2[O:11][CH2:10][CH2:9][N:8]3[CH:12]=[C:13]([C:15]4[N:19]([CH:20]([CH3:22])[CH3:21])[N:18]=[CH:17][N:16]=4)[N:14]=[C:7]3[C:6]=2[CH:23]=1.FC1C(B(O)O)=CC=CN=1.C([O-])(=O)C.[K+].CN(C=O)C. Product: [CH:20]([N:19]1[C:15]([C:13]2[N:14]=[C:7]3[C:6]4[CH:23]=[CH:2][CH:3]=[CH:4][C:5]=4[O:11][CH2:10][CH2:9][N:8]3[CH:12]=2)=[N:16][CH:17]=[N:18]1)([CH3:22])[CH3:21]. The catalyst class is: 103. (7) Reactant: [CH3:1][O:2][C:3]1[CH:13]=[CH:12][C:6]2[N:7]=[C:8]([NH:10][NH2:11])[S:9][C:5]=2[CH:4]=1.[C:14]([CH2:22][C:23](OCC)=[O:24])(=O)[C:15]1[CH:20]=[CH:19][CH:18]=[CH:17][CH:16]=1. Product: [CH3:1][O:2][C:3]1[CH:13]=[CH:12][C:6]2[N:7]=[C:8]([N:10]3[C:23](=[O:24])[CH:22]=[C:14]([C:15]4[CH:20]=[CH:19][CH:18]=[CH:17][CH:16]=4)[NH:11]3)[S:9][C:5]=2[CH:4]=1. The catalyst class is: 14. (8) Reactant: [NH2:1][C:2]1[C:3]2[C:29]([CH3:34])([C:30]([NH:32][NH2:33])=[O:31])[C:28](=[O:35])[NH:27][C:4]=2[N:5]=[C:6]([N:8]2[C:16]3[C:11](=[CH:12][C:13]([Cl:17])=[CH:14][CH:15]=3)[C:10]([CH2:18][CH2:19][C:20]([F:26])([F:25])[C:21]([F:24])([F:23])[F:22])=[N:9]2)[N:7]=1.[C:36](N1C=CN=C1)(=[O:38])[CH3:37]. Product: [C:36]([N:32]([C:30]([C:29]1([CH3:34])[C:3]2[C:2]([NH2:1])=[N:7][C:6]([N:8]3[C:16]4[C:11](=[CH:12][C:13]([Cl:17])=[CH:14][CH:15]=4)[C:10]([CH2:18][CH2:19][C:20]([F:25])([F:26])[C:21]([F:23])([F:24])[F:22])=[N:9]3)=[N:5][C:4]=2[NH:27][C:28]1=[O:35])=[O:31])[NH2:33])(=[O:38])[CH3:37]. The catalyst class is: 1. (9) Reactant: [Br:1][C:2]1[CH:7]=[CH:6][C:5]([F:8])=[C:4](I)[CH:3]=1.[CH3:10][NH:11][S:12]([C:15]1[CH:20]=[CH:19][C:18](B(O)O)=[CH:17][CH:16]=1)(=[O:14])=[O:13].C([O-])([O-])=O.[Na+].[Na+].[O-]S([O-])(=O)=O.[Na+].[Na+]. Product: [Br:1][C:2]1[CH:7]=[CH:6][C:5]([F:8])=[C:4]([C:18]2[CH:17]=[CH:16][C:15]([S:12]([NH:11][CH3:10])(=[O:13])=[O:14])=[CH:20][CH:19]=2)[CH:3]=1. The catalyst class is: 225. (10) Reactant: [CH3:1][Li].[N:3]12[CH2:10][CH2:9][CH:6]([CH2:7][CH2:8]1)[C:5](=[O:11])[CH2:4]2.O. Product: [CH3:1][C:5]1([OH:11])[CH:6]2[CH2:9][CH2:10][N:3]([CH2:8][CH2:7]2)[CH2:4]1. The catalyst class is: 27.